Regression. Given a peptide amino acid sequence and an MHC pseudo amino acid sequence, predict their binding affinity value. This is MHC class I binding data. From a dataset of Peptide-MHC class I binding affinity with 185,985 pairs from IEDB/IMGT. (1) The peptide sequence is IPYLRNYMVI. The MHC is HLA-A02:03 with pseudo-sequence HLA-A02:03. The binding affinity (normalized) is 0. (2) The peptide sequence is RMYWGVNPK. The MHC is HLA-A32:07 with pseudo-sequence HLA-A32:07. The binding affinity (normalized) is 0.756.